Task: Predict the reactants needed to synthesize the given product.. Dataset: Full USPTO retrosynthesis dataset with 1.9M reactions from patents (1976-2016) (1) Given the product [C:9]([O:11][C:2]1[CH:7]=[CH:6][CH:5]=[CH:4][CH:3]=1)([CH3:12])([CH3:10])[CH3:8], predict the reactants needed to synthesize it. The reactants are: Br[C:2]1[CH:7]=[CH:6][CH:5]=[CH:4][CH:3]=1.[CH3:8][C:9]([CH3:12])([O-:11])[CH3:10].[Na+]. (2) Given the product [Si:22]([O:1][C@H:2]1[CH2:6][CH2:5][N:4]([N:7]=[O:8])[C@@H:3]1[C:9]([O:11][CH3:12])=[O:10])([C:19]([CH3:21])([CH3:20])[CH3:18])([CH3:24])[CH3:23], predict the reactants needed to synthesize it. The reactants are: [OH:1][C@H:2]1[CH2:6][CH2:5][N:4]([N:7]=[O:8])[C@@H:3]1[C:9]([O:11][CH3:12])=[O:10].N1C=CN=C1.[CH3:18][C:19]([Si:22](Cl)([CH3:24])[CH3:23])([CH3:21])[CH3:20]. (3) Given the product [F:30][C:27]([F:28])([F:29])[C:25]1[CH:24]=[CH:23][C:22]([O:31][CH2:32][C:33]2[CH:34]=[CH:35][C:36]([F:39])=[CH:37][CH:38]=2)=[C:21]([C:16]2[N:15]([C:11]3[N:10]=[C:9]([C:8]([OH:40])=[O:7])[CH:14]=[CH:13][CH:12]=3)[C:19]([CH3:20])=[CH:18][CH:17]=2)[CH:26]=1, predict the reactants needed to synthesize it. The reactants are: FC1C=CC(C[O:7][C:8](=[O:40])[C:9]2[CH:14]=[CH:13][CH:12]=[C:11]([N:15]3[C:19]([CH3:20])=[CH:18][CH:17]=[C:16]3[C:21]3[CH:26]=[C:25]([C:27]([F:30])([F:29])[F:28])[CH:24]=[CH:23][C:22]=3[O:31][CH2:32][C:33]3[CH:38]=[CH:37][C:36]([F:39])=[CH:35][CH:34]=3)[N:10]=2)=CC=1.[OH-].[Na+].Cl. (4) Given the product [CH2:1]=[CH2:2].[CH2:10]=[CH:9][CH2:11][CH2:12][CH2:13][CH2:14][CH2:15][CH3:16].[CH:9]([C:11]1[CH:16]=[CH:15][CH:14]=[CH:13][C:12]=1[CH:17]=[CH2:18])=[CH2:10], predict the reactants needed to synthesize it. The reactants are: [CH2:1]=[CH:2]CCCCCC.[CH:9]([C:11]1[CH:16]=[CH:15][CH:14]=[CH:13][C:12]=1[CH:17]=[CH2:18])=[CH2:10].CCCCCC.C=C. (5) Given the product [Si:7]([O:6][CH2:5][C:4]1[C:3]([F:17])=[C:2]([N:29]2[CH2:30][CH:27]([CH2:26][OH:25])[CH2:28]2)[CH:16]=[CH:15][CH:14]=1)([C:10]([CH3:13])([CH3:12])[CH3:11])([CH3:9])[CH3:8], predict the reactants needed to synthesize it. The reactants are: Br[C:2]1[C:3]([F:17])=[C:4]([CH:14]=[CH:15][CH:16]=1)[CH2:5][O:6][Si:7]([C:10]([CH3:13])([CH3:12])[CH3:11])([CH3:9])[CH3:8].C([O:25][CH2:26][CH:27]1[CH2:30][NH:29][CH2:28]1)C1C=CC=CC=1.C1C=CC(P(C2C(C3C(P(C4C=CC=CC=4)C4C=CC=CC=4)=CC=C4C=3C=CC=C4)=C3C(C=CC=C3)=CC=2)C2C=CC=CC=2)=CC=1.CC(C)([O-])C.[Na+]. (6) The reactants are: [N+:1]([C:4]1[CH:5]=[C:6]([CH:9]=[CH:10][CH:11]=1)[CH:7]=[O:8])([O-:3])=[O:2].[F:12][C:13]([Si](C)(C)C)([F:15])[F:14].[H-].[Na+].I[CH3:23]. Given the product [N+:1]([C:4]1[CH:11]=[CH:10][CH:9]=[C:6]([CH:7]([O:8][CH3:23])[C:13]([F:15])([F:14])[F:12])[CH:5]=1)([O-:3])=[O:2], predict the reactants needed to synthesize it.